This data is from Forward reaction prediction with 1.9M reactions from USPTO patents (1976-2016). The task is: Predict the product of the given reaction. Given the reactants C[O:2][C:3]([C:5]1[CH2:9][CH:8]([C:10]2[CH:15]=[CH:14][C:13]([Br:16])=[C:12]([F:17])[CH:11]=2)[N:7]([C:18]2[CH:23]=[CH:22][CH:21]=[CH:20][C:19]=2[Cl:24])[N:6]=1)=[O:4].[OH-].[K+].CO, predict the reaction product. The product is: [Br:16][C:13]1[CH:14]=[CH:15][C:10]([CH:8]2[N:7]([C:18]3[CH:23]=[CH:22][CH:21]=[CH:20][C:19]=3[Cl:24])[N:6]=[C:5]([C:3]([OH:4])=[O:2])[CH2:9]2)=[CH:11][C:12]=1[F:17].